Dataset: Retrosynthesis with 50K atom-mapped reactions and 10 reaction types from USPTO. Task: Predict the reactants needed to synthesize the given product. (1) Given the product N#Cc1cccc(Nc2ccc3c(c2N)CCC3)c1, predict the reactants needed to synthesize it. The reactants are: N#Cc1cccc(Nc2ccc3c(c2[N+](=O)[O-])CCC3)c1. (2) Given the product COCCOCCOc1cccc2c1CNC2, predict the reactants needed to synthesize it. The reactants are: COCCOCCOc1cccc2c1CN(Cc1ccc(OC)cc1)C2. (3) The reactants are: BrCc1cccc(I)c1.NC(=O)NC1NC(=O)NC1=O. Given the product NC(=O)NC1NC(=O)N(Cc2cccc(I)c2)C1=O, predict the reactants needed to synthesize it.